Dataset: Full USPTO retrosynthesis dataset with 1.9M reactions from patents (1976-2016). Task: Predict the reactants needed to synthesize the given product. (1) Given the product [Cl:24][C:21]1[CH:20]=[CH:19][C:18]([C:10]2[CH:11]=[C:12]3[C:16](=[O:37])[CH2:28][C:29]([CH3:33])([CH3:30])[O:15][C:13]3=[N:14][C:9]=2[C:3]2[CH:4]=[CH:5][C:6]([Cl:8])=[CH:7][C:2]=2[Cl:1])=[CH:23][CH:22]=1, predict the reactants needed to synthesize it. The reactants are: [Cl:1][C:2]1[CH:7]=[C:6]([Cl:8])[CH:5]=[CH:4][C:3]=1[C:9]1[NH:14][C:13](=[O:15])[C:12]([C:16]#N)=[CH:11][C:10]=1[C:18]1[CH:23]=[CH:22][C:21]([Cl:24])=[CH:20][CH:19]=1.C[Mg+].[Br-].[CH3:28][C:29]([CH3:33])=[CH:30][Mg]Br.C1C[O:37]CC1. (2) Given the product [CH2:1]([O:3][C:4](=[O:34])[CH2:5][C:6]1[CH:7]=[N:8][CH:9]=[C:10]([C:12]2[CH:17]=[CH:16][C:15]([CH2:18][NH:19][C:35](=[O:37])[CH3:36])=[CH:14][C:13]=2[CH2:20][N:21]([CH2:27][C:28]2[CH:29]=[CH:30][CH:31]=[CH:32][CH:33]=2)[C:22]([CH:24]2[CH2:26][CH2:25]2)=[O:23])[CH:11]=1)[CH3:2], predict the reactants needed to synthesize it. The reactants are: [CH2:1]([O:3][C:4](=[O:34])[CH2:5][C:6]1[CH:7]=[N:8][CH:9]=[C:10]([C:12]2[CH:17]=[CH:16][C:15]([CH2:18][NH2:19])=[CH:14][C:13]=2[CH2:20][N:21]([CH2:27][C:28]2[CH:33]=[CH:32][CH:31]=[CH:30][CH:29]=2)[C:22]([CH:24]2[CH2:26][CH2:25]2)=[O:23])[CH:11]=1)[CH3:2].[C:35](Cl)(=[O:37])[CH3:36]. (3) Given the product [C:1]([C:5]1[N:10]=[CH:9][C:8]([C:11]2[N:12]([C:32]([N:41]3[CH2:40][CH2:39][N:38]([C:44](=[O:51])[CH2:45][N:46]4[CH:50]=[N:49][N:48]=[N:47]4)[CH2:43][CH2:42]3)=[O:33])[C@@:13]([C:25]3[CH:26]=[CH:27][C:28]([Cl:31])=[CH:29][CH:30]=3)([CH3:24])[C@@:14]([C:17]3[CH:18]=[CH:19][C:20]([Cl:23])=[CH:21][CH:22]=3)([CH3:16])[N:15]=2)=[C:7]([O:35][CH2:36][CH3:37])[CH:6]=1)([CH3:2])([CH3:3])[CH3:4], predict the reactants needed to synthesize it. The reactants are: [C:1]([C:5]1[N:10]=[CH:9][C:8]([C:11]2[N:12]([C:32](Cl)=[O:33])[C@@:13]([C:25]3[CH:30]=[CH:29][C:28]([Cl:31])=[CH:27][CH:26]=3)([CH3:24])[C@@:14]([C:17]3[CH:22]=[CH:21][C:20]([Cl:23])=[CH:19][CH:18]=3)([CH3:16])[N:15]=2)=[C:7]([O:35][CH2:36][CH3:37])[CH:6]=1)([CH3:4])([CH3:3])[CH3:2].[N:38]1([C:44](=[O:51])[CH2:45][N:46]2[CH:50]=[N:49][N:48]=[N:47]2)[CH2:43][CH2:42][NH:41][CH2:40][CH2:39]1. (4) Given the product [Cl:11][C:4]1[C:3]([O:2][CH3:1])=[CH:8][N:7]=[CH:6][N:5]=1, predict the reactants needed to synthesize it. The reactants are: [CH3:1][O:2][C:3]1[C:4](O)=[N:5][CH:6]=[N:7][CH:8]=1.C(Cl)[Cl:11].CO. (5) Given the product [C:18]([O:21][C:22]([NH:24][CH2:25][C:26]([NH:11][C@H:10]([C:12]([O:14][CH2:15][CH3:16])=[O:13])[CH2:9][C:8]1[C:3]([O:2][CH3:1])=[N:4][CH:5]=[CH:6][CH:7]=1)=[O:27])=[O:23])([CH3:20])([CH3:19])[CH3:17], predict the reactants needed to synthesize it. The reactants are: [CH3:1][O:2][C:3]1[C:8]([CH2:9][C@@H:10]([C:12]([O:14][CH2:15][CH3:16])=[O:13])[NH2:11])=[CH:7][CH:6]=[CH:5][N:4]=1.[CH3:17][C:18]([O:21][C:22]([NH:24][CH2:25][C:26](O)=[O:27])=[O:23])([CH3:20])[CH3:19].CN(C(ON1N=NC2C=CC=NC1=2)=[N+](C)C)C.F[P-](F)(F)(F)(F)F.C(N(CC)C(C)C)(C)C. (6) Given the product [CH:10]1([N:16]([C:17]2[N:18]([C:26]3[CH:27]=[CH:28][CH:29]=[CH:30][CH:31]=3)[N:19]=[C:20]3[C:25]=2[CH:24]=[CH:23][CH:22]=[CH:21]3)[C:8]([NH:7][CH:1]2[CH2:6][CH2:5][CH2:4][CH2:3][CH2:2]2)=[O:9])[CH2:15][CH2:14][CH2:13][CH2:12][CH2:11]1, predict the reactants needed to synthesize it. The reactants are: [CH:1]1([N:7]=[C:8]=[O:9])[CH2:6][CH2:5][CH2:4][CH2:3][CH2:2]1.[CH:10]1([NH:16][C:17]2[N:18]([C:26]3[CH:31]=[CH:30][CH:29]=[CH:28][CH:27]=3)[N:19]=[C:20]3[C:25]=2[CH:24]=[CH:23][CH:22]=[CH:21]3)[CH2:15][CH2:14][CH2:13][CH2:12][CH2:11]1. (7) Given the product [ClH:34].[NH2:7][CH2:8][C:9]1[CH:10]=[CH:11][C:12]([NH:15][C:23]([C:18]2[CH:17]=[CH:22][C:21]([C:33]3[CH:32]=[CH:38][CH:37]=[CH:36][CH:41]=3)=[CH:20][CH:19]=2)=[O:24])=[CH:13][CH:14]=1, predict the reactants needed to synthesize it. The reactants are: C(OC(=O)[NH:7][CH2:8][C:9]1[CH:14]=[CH:13][C:12]([NH2:15])=[CH:11][CH:10]=1)(C)(C)C.[C:17]1(C2C=CC=CC=2)[C:18]([C:23](O)=[O:24])=[CH:19][CH:20]=[CH:21][CH:22]=1.[CH2:32](Cl)[CH2:33][Cl:34].[CH:36]1[CH:41]=NC2N(O)N=N[C:38]=2[CH:37]=1. (8) Given the product [CH2:17]([NH:18][CH:1]1[C:9]2[C:4](=[CH:5][CH:6]=[CH:7][CH:8]=2)[CH2:3][CH2:2]1)[C:12]#[CH:13], predict the reactants needed to synthesize it. The reactants are: [C:1]1(=O)[C:9]2[C:4](=[CH:5][CH:6]=[CH:7][CH:8]=2)[CH2:3][CH2:2]1.Cl.[C:12]([O-])(=O)[CH3:13].[Na+].[C:17]([BH3-])#[N:18].[Na+].